Dataset: Full USPTO retrosynthesis dataset with 1.9M reactions from patents (1976-2016). Task: Predict the reactants needed to synthesize the given product. (1) The reactants are: [NH2:1][C:2]1[N:7]=[CH:6][C:5]([N:8]([CH3:28])[C:9](=[O:27])[C:10]([C:13]2[CH:18]=[C:17]([C:19]([F:22])([F:21])[F:20])[CH:16]=[C:15]([C:23]([F:26])([F:25])[F:24])[CH:14]=2)([CH3:12])[CH3:11])=[C:4]([C:29]2[CH:34]=[CH:33][CH:32]=[CH:31][C:30]=2[CH3:35])[CH:3]=1.C[Si](C)(C)Cl.[C:41](Cl)(=[O:47])[CH2:42][CH2:43][C:44](Cl)=[O:45]. Given the product [F:22][C:19]([F:20])([F:21])[C:17]1[CH:18]=[C:13]([C:10]([CH3:12])([CH3:11])[C:9]([N:8]([C:5]2[CH:6]=[N:7][C:2]([N:1]3[C:44](=[O:45])[CH2:43][CH2:42][C:41]3=[O:47])=[CH:3][C:4]=2[C:29]2[CH:34]=[CH:33][CH:32]=[CH:31][C:30]=2[CH3:35])[CH3:28])=[O:27])[CH:14]=[C:15]([C:23]([F:26])([F:24])[F:25])[CH:16]=1, predict the reactants needed to synthesize it. (2) Given the product [CH3:1][N:2]1[CH2:19][CH2:18][C:5]2[N:6](/[CH:37]=[C:38](/[C:40]3[CH:45]=[CH:44][N:43]=[CH:42][CH:41]=3)\[CH3:39])[C:7]3[CH:8]=[CH:9][C:10]([O:13][C:14]([F:17])([F:15])[F:16])=[CH:11][C:12]=3[C:4]=2[CH2:3]1, predict the reactants needed to synthesize it. The reactants are: [CH3:1][N:2]1[CH2:19][CH2:18][C:5]2[NH:6][C:7]3[CH:8]=[CH:9][C:10]([O:13][C:14]([F:17])([F:16])[F:15])=[CH:11][C:12]=3[C:4]=2[CH2:3]1.N1CCC[C@H]1C(O)=O.P([O-])([O-])([O-])=O.[K+].[K+].[K+].Br[CH:37]=[C:38]([C:40]1[CH:45]=[CH:44][N:43]=[CH:42][CH:41]=1)[CH3:39].